Dataset: NCI-60 drug combinations with 297,098 pairs across 59 cell lines. Task: Regression. Given two drug SMILES strings and cell line genomic features, predict the synergy score measuring deviation from expected non-interaction effect. (1) Drug 1: CS(=O)(=O)CCNCC1=CC=C(O1)C2=CC3=C(C=C2)N=CN=C3NC4=CC(=C(C=C4)OCC5=CC(=CC=C5)F)Cl. Drug 2: CCC1(C2=C(COC1=O)C(=O)N3CC4=CC5=C(C=CC(=C5CN(C)C)O)N=C4C3=C2)O.Cl. Synergy scores: CSS=17.7, Synergy_ZIP=-4.04, Synergy_Bliss=-8.85, Synergy_Loewe=-30.8, Synergy_HSA=-8.55. Cell line: K-562. (2) Drug 1: CC1=C(C=C(C=C1)NC2=NC=CC(=N2)N(C)C3=CC4=NN(C(=C4C=C3)C)C)S(=O)(=O)N.Cl. Drug 2: C1=CC(=CC=C1C#N)C(C2=CC=C(C=C2)C#N)N3C=NC=N3. Cell line: A498. Synergy scores: CSS=-2.65, Synergy_ZIP=1.62, Synergy_Bliss=3.95, Synergy_Loewe=0.472, Synergy_HSA=0.472. (3) Drug 1: CC12CCC(CC1=CCC3C2CCC4(C3CC=C4C5=CN=CC=C5)C)O. Drug 2: C1=NC2=C(N=C(N=C2N1C3C(C(C(O3)CO)O)O)F)N. Cell line: BT-549. Synergy scores: CSS=2.90, Synergy_ZIP=-1.96, Synergy_Bliss=-1.92, Synergy_Loewe=-5.18, Synergy_HSA=-2.54.